From a dataset of Full USPTO retrosynthesis dataset with 1.9M reactions from patents (1976-2016). Predict the reactants needed to synthesize the given product. (1) Given the product [CH3:8][O:7][C:5]([C:4]1[CH:9]=[CH:10][N:11]2[N:13]=[CH:12][N:1]=[C:2]2[CH:3]=1)=[O:6], predict the reactants needed to synthesize it. The reactants are: [NH2:1][C:2]1[CH:3]=[C:4]([CH:9]=[CH:10][N:11]=1)[C:5]([O:7][CH3:8])=[O:6].[CH3:12][N:13](C(OC)OC)C.CO. (2) Given the product [C:12]1([CH:18]2[CH2:23][CH2:22][CH2:21][N:20]([CH2:1][C:3]3[S:7][C:6]([NH:8][C:9](=[O:11])[CH3:10])=[N:5][CH:4]=3)[CH2:19]2)[CH:17]=[CH:16][CH:15]=[CH:14][CH:13]=1, predict the reactants needed to synthesize it. The reactants are: [CH:1]([C:3]1[S:7][C:6]([NH:8][C:9](=[O:11])[CH3:10])=[N:5][CH:4]=1)=O.[C:12]1([CH:18]2[CH2:23][CH2:22][CH2:21][NH:20][CH2:19]2)[CH:17]=[CH:16][CH:15]=[CH:14][CH:13]=1. (3) Given the product [ClH:32].[CH:11]12[O:13][CH:7]([CH2:8][NH:9][CH2:10]1)[CH2:6][N:5]([CH2:4][CH2:3][C:2]([N:21]1[C:29]3[C:24](=[CH:25][C:26]([C:30]#[N:31])=[CH:27][CH:28]=3)[CH2:23][CH2:22]1)=[O:1])[CH2:12]2, predict the reactants needed to synthesize it. The reactants are: [O:1]=[C:2]([N:21]1[C:29]2[C:24](=[CH:25][C:26]([C:30]#[N:31])=[CH:27][CH:28]=2)[CH2:23][CH2:22]1)[CH2:3][CH2:4][N:5]1[CH2:12][CH:11]2[O:13][CH:7]([CH2:8][N:9](C(OC(C)(C)C)=O)[CH2:10]2)[CH2:6]1.[ClH:32]. (4) Given the product [Cl:27][C:28]1[N:33]=[C:32]([S:26][C:7]2[CH:2]=[N:3][C:4]([C:8]#[N:9])=[N:5][CH:6]=2)[C:31]([CH3:35])=[CH:30][N:29]=1, predict the reactants needed to synthesize it. The reactants are: Br[C:2]1[CH:7]=[CH:6][N:5]=[C:4]([C:8]#[N:9])[N:3]=1.C([O-])([O-])=O.[Cs+].[Cs+].[Si]([SH:26])(C(C)C)(C(C)C)C(C)C.[Cl:27][C:28]1[N:33]=[C:32](Cl)[C:31]([CH3:35])=[CH:30][N:29]=1.[F-].C([N+](CCCC)(CCCC)CCCC)CCC. (5) Given the product [CH3:1][O:2][C:3]1[CH:4]=[CH:5][C:6]([C:9]2[S:18][C:12]3[C:13](=[O:17])[N:14]([CH2:26][C:27]4[N:32]=[C:31]([O:33][CH2:34][C@@H:35]5[CH2:40][CH2:39][CH2:38][CH2:37][N:36]5[C:41]([O:43][C:44]([CH3:47])([CH3:46])[CH3:45])=[O:42])[CH:30]=[CH:29][CH:28]=4)[N:15]=[CH:16][C:11]=3[CH:10]=2)=[CH:7][CH:8]=1, predict the reactants needed to synthesize it. The reactants are: [CH3:1][O:2][C:3]1[CH:8]=[CH:7][C:6]([C:9]2[S:18][C:12]3[C:13](=[O:17])[NH:14][N:15]=[CH:16][C:11]=3[CH:10]=2)=[CH:5][CH:4]=1.[H-].[Na+].CS(O[CH2:26][C:27]1[N:32]=[C:31]([O:33][CH2:34][C@@H:35]2[CH2:40][CH2:39][CH2:38][CH2:37][N:36]2[C:41]([O:43][C:44]([CH3:47])([CH3:46])[CH3:45])=[O:42])[CH:30]=[CH:29][CH:28]=1)(=O)=O.O. (6) Given the product [OH:28][C:24]([CH3:25])([CH3:23])[C:26]#[C:27][C:21]1[CH:20]=[CH:19][C:4]([CH2:5][NH:6][C@@H:7]([C:9]2[C:18]3[C:13](=[CH:14][CH:15]=[CH:16][CH:17]=3)[CH:12]=[CH:11][CH:10]=2)[CH3:8])=[CH:3][C:2]=1[OH:1], predict the reactants needed to synthesize it. The reactants are: [OH:1][C:2]1[CH:3]=[C:4]([CH:19]=[CH:20][C:21]=1I)[CH2:5][NH:6][C@@H:7]([C:9]1[C:18]2[C:13](=[CH:14][CH:15]=[CH:16][CH:17]=2)[CH:12]=[CH:11][CH:10]=1)[CH3:8].[CH3:23][C:24]([OH:28])([C:26]#[CH:27])[CH3:25]. (7) Given the product [CH:3]1([N:7]2[CH2:12][CH2:11][CH:10]([O:13][C:14]3[CH:19]=[CH:18][C:17]([C:20]4([C:26]([OH:28])=[O:27])[CH2:25][CH2:24][O:23][CH2:22][CH2:21]4)=[CH:16][CH:15]=3)[CH2:9][CH2:8]2)[CH2:4][CH2:5][CH2:6]1, predict the reactants needed to synthesize it. The reactants are: [OH-].[Na+].[CH:3]1([N:7]2[CH2:12][CH2:11][CH:10]([O:13][C:14]3[CH:19]=[CH:18][C:17]([C:20]4([C:26]([O:28]CC)=[O:27])[CH2:25][CH2:24][O:23][CH2:22][CH2:21]4)=[CH:16][CH:15]=3)[CH2:9][CH2:8]2)[CH2:6][CH2:5][CH2:4]1.Cl. (8) Given the product [B:12]([OH:16])([OH:13])[C:3]1[C:8]([CH3:9])=[CH:7][C:6]([CH3:10])=[CH:5][C:4]=1[CH3:11], predict the reactants needed to synthesize it. The reactants are: [Mg].Br[C:3]1[C:8]([CH3:9])=[CH:7][C:6]([CH3:10])=[CH:5][C:4]=1[CH3:11].[B:12](OCC)([O:16]CC)[O:13]CC. (9) The reactants are: [C:1]1([C@@H:7]2[CH2:11][N:10]([CH:12]3[CH2:17][CH2:16][O:15][CH2:14][CH2:13]3)[C:9](=[O:18])[N:8]2[CH:19]2[CH2:24][CH2:23][NH:22][CH2:21][CH2:20]2)[CH:6]=[CH:5][CH:4]=[CH:3][CH:2]=1.C(N(C(C)C)CC)(C)C.[N+:34]([C:37]1[CH:44]=[CH:43][C:40]([CH2:41]Br)=[CH:39][CH:38]=1)([O-:36])=[O:35]. Given the product [N+:34]([C:37]1[CH:44]=[CH:43][C:40]([CH2:41][N:22]2[CH2:23][CH2:24][CH:19]([N:8]3[C@H:7]([C:1]4[CH:2]=[CH:3][CH:4]=[CH:5][CH:6]=4)[CH2:11][N:10]([CH:12]4[CH2:13][CH2:14][O:15][CH2:16][CH2:17]4)[C:9]3=[O:18])[CH2:20][CH2:21]2)=[CH:39][CH:38]=1)([O-:36])=[O:35], predict the reactants needed to synthesize it. (10) Given the product [CH:1]1([N:4]2[C:13]3[C:8](=[CH:9][C:10]([F:20])=[C:11]([N:14]4[CH2:19][CH2:18][N:17]([CH2:26][C@H:27]5[O:31][C:30](=[O:32])[N:29]([C:33]6[CH:34]=[CH:35][C:36]7[S:41][CH2:40][C:39](=[O:42])[NH:38][C:37]=7[CH:43]=6)[CH2:28]5)[CH2:16][CH2:15]4)[CH:12]=3)[C:7](=[O:21])[C:6]([C:22]([OH:24])=[O:23])=[CH:5]2)[CH2:2][CH2:3]1, predict the reactants needed to synthesize it. The reactants are: [CH:1]1([N:4]2[C:13]3[C:8](=[CH:9][C:10]([F:20])=[C:11]([N:14]4[CH2:19][CH2:18][NH:17][CH2:16][CH2:15]4)[CH:12]=3)[C:7](=[O:21])[C:6]([C:22]([OH:24])=[O:23])=[CH:5]2)[CH2:3][CH2:2]1.I[CH2:26][C@H:27]1[O:31][C:30](=[O:32])[N:29]([C:33]2[CH:34]=[CH:35][C:36]3[S:41][CH2:40][C:39](=[O:42])[NH:38][C:37]=3[CH:43]=2)[CH2:28]1.CCN(C(C)C)C(C)C.Cl.